This data is from Reaction yield outcomes from USPTO patents with 853,638 reactions. The task is: Predict the reaction yield, written as a fraction of the theoretical maximum amount of product (1.0 means a 100% yield; for example, 0.34 means a 34% yield). (1) The reactants are [CH:1]1[C:10]2[C:5](=[CH:6][C:7]([C:11]3[CH:15]=[C:14]([CH2:16][CH2:17][C@@H:18]([NH:26]C(=O)OC(C)(C)C)[CH2:19][C:20]4[CH:25]=[CH:24][CH:23]=[CH:22][CH:21]=4)[O:13][N:12]=3)=[CH:8][CH:9]=2)[CH:4]=[CH:3][N:2]=1.C(O)(C(F)(F)F)=O. The catalyst is C(Cl)Cl. The product is [CH:1]1[C:10]2[C:5](=[CH:6][C:7]([C:11]3[CH:15]=[C:14]([CH2:16][CH2:17][C@@H:18]([NH2:26])[CH2:19][C:20]4[CH:21]=[CH:22][CH:23]=[CH:24][CH:25]=4)[O:13][N:12]=3)=[CH:8][CH:9]=2)[CH:4]=[CH:3][N:2]=1. The yield is 0.220. (2) The reactants are [Li]CCCC.C([Mg]Cl)CCC.[CH2:12]([N:14]([CH2:24][CH3:25])[C:15](=[O:23])[C:16]1[CH:21]=[CH:20][C:19](Br)=[CH:18][CH:17]=1)[CH3:13].[N+:26]([C:29]1[CH:30]=[C:31]([CH:34]=[CH:35][CH:36]=1)[CH:32]=[O:33])([O-:28])=[O:27].Cl. The catalyst is C1COCC1.O.CN1CCCN(C)C1=O. The product is [CH2:12]([N:14]([CH2:24][CH3:25])[C:15](=[O:23])[C:16]1[CH:21]=[CH:20][C:19]([CH:32]([OH:33])[C:31]2[CH:34]=[CH:35][CH:36]=[C:29]([N+:26]([O-:28])=[O:27])[CH:30]=2)=[CH:18][CH:17]=1)[CH3:13]. The yield is 0.670.